This data is from Full USPTO retrosynthesis dataset with 1.9M reactions from patents (1976-2016). The task is: Predict the reactants needed to synthesize the given product. (1) Given the product [Br:25][C:26]1[C:34]2[C:29](=[CH:30][C:31]([O:35][Si:36]([C:39]([CH3:41])([CH3:42])[CH3:40])([CH3:37])[CH3:38])=[CH:32][CH:33]=2)[N:28]([C:18]([O:20][C:21]([CH3:22])([CH3:23])[CH3:24])=[O:19])[C:27]=1[C:43]([O:45][CH3:46])=[O:44], predict the reactants needed to synthesize it. The reactants are: CCN(C(C)C)C(C)C.[CH3:22][C:21]([O:20][C:18](O[C:18]([O:20][C:21]([CH3:24])([CH3:23])[CH3:22])=[O:19])=[O:19])([CH3:24])[CH3:23].[Br:25][C:26]1[C:34]2[C:29](=[CH:30][C:31]([O:35][Si:36]([C:39]([CH3:42])([CH3:41])[CH3:40])([CH3:38])[CH3:37])=[CH:32][CH:33]=2)[NH:28][C:27]=1[C:43]([O:45][CH3:46])=[O:44]. (2) Given the product [OH:23][CH:22]([C:13]1[S:14][C:15]2[CH:20]=[CH:19][CH:18]=[CH:17][C:16]=2[C:12]=1[C:6]1[CH:7]=[CH:8][CH:9]=[CH:10][CH:11]=1)[C:21]([O:25][CH2:26][CH3:27])=[O:24], predict the reactants needed to synthesize it. The reactants are: C([Li])CCC.[C:6]1([C:12]2[C:16]3[CH:17]=[CH:18][CH:19]=[CH:20][C:15]=3[S:14][CH:13]=2)[CH:11]=[CH:10][CH:9]=[CH:8][CH:7]=1.[C:21]([O:25][CH2:26][CH3:27])(=[O:24])[CH:22]=[O:23].C1(C)C=CC=CC=1. (3) Given the product [OH:14][CH2:13][CH2:2][CH2:3][NH:4][C:5](=[O:9])[C:6]([NH2:8])=[O:7], predict the reactants needed to synthesize it. The reactants are: O[CH2:2][CH2:3][NH:4][C:5](=[O:9])[C:6]([NH2:8])=[O:7].NCC[CH2:13][OH:14]. (4) Given the product [Cl:1][C:2]1[N:3]=[CH:4][C:5]2[CH:10]=[CH:9][N:8]([CH2:11][C:12]([N:29]3[CH2:24][CH2:25][O:39][CH2:27][CH2:28]3)=[O:14])[C:6]=2[N:7]=1, predict the reactants needed to synthesize it. The reactants are: [Cl:1][C:2]1[N:3]=[CH:4][C:5]2[CH:10]=[CH:9][N:8]([CH2:11][C:12]([OH:14])=O)[C:6]=2[N:7]=1.CN(C(ON1N=N[C:25]2C=[CH:27][CH:28]=[N:29][C:24]1=2)=[N+](C)C)C.F[P-](F)(F)(F)(F)F.[OH2:39]. (5) The reactants are: [CH3:1][C:2]1[CH:3]=[CH:4][C:5]([C:8]2[CH:9]=[C:10]([CH:15]=[C:16]([S:18]([CH3:21])(=[O:20])=[O:19])[CH:17]=2)[C:11]([O:13]C)=[O:12])=[N:6][CH:7]=1.O.O.O.O.O.O.O.O.[OH-].[Ba+2].[OH-].Cl. Given the product [CH3:1][C:2]1[CH:3]=[CH:4][C:5]([C:8]2[CH:9]=[C:10]([CH:15]=[C:16]([S:18]([CH3:21])(=[O:20])=[O:19])[CH:17]=2)[C:11]([OH:13])=[O:12])=[N:6][CH:7]=1, predict the reactants needed to synthesize it. (6) Given the product [C:26]([O:30][C:31]([N:33]1[CH:38]2[CH2:39][CH2:40][CH:34]1[CH:35]=[C:36]([C:14]1[CH:13]=[CH:12][C:11]([N:8]3[CH2:7][CH2:6][N:5]([S:2]([CH3:1])(=[O:3])=[O:4])[CH2:10][CH2:9]3)=[CH:16][CH:15]=1)[CH2:37]2)=[O:32])([CH3:29])([CH3:27])[CH3:28], predict the reactants needed to synthesize it. The reactants are: [CH3:1][S:2]([N:5]1[CH2:10][CH2:9][N:8]([C:11]2[CH:16]=[CH:15][C:14](B3OC(C)(C)C(C)(C)O3)=[CH:13][CH:12]=2)[CH2:7][CH2:6]1)(=[O:4])=[O:3].[C:26]([O:30][C:31]([N:33]1[CH:38]2[CH2:39][CH2:40][CH:34]1[CH:35]=[C:36](OS(C(F)(F)F)(=O)=O)[CH2:37]2)=[O:32])([CH3:29])([CH3:28])[CH3:27].C([O-])([O-])=O.[K+].[K+].C(OCC)(=O)C. (7) Given the product [CH3:21][O:22][C:23]1[CH:28]=[CH:27][CH:26]=[CH:25][C:24]=1[CH2:29][C:30]([N:7]([C:3]1[CH:2]=[C:1]([CH3:20])[CH:6]=[CH:5][CH:4]=1)[CH2:8][CH2:9][C:10]1[CH:15]=[CH:14][C:13]([C:16]([F:17])([F:18])[F:19])=[CH:12][CH:11]=1)=[O:31], predict the reactants needed to synthesize it. The reactants are: [C:1]1([CH3:20])[CH:6]=[CH:5][CH:4]=[C:3]([NH:7][CH2:8][CH2:9][C:10]2[CH:15]=[CH:14][C:13]([C:16]([F:19])([F:18])[F:17])=[CH:12][CH:11]=2)[CH:2]=1.[CH3:21][O:22][C:23]1[CH:28]=[CH:27][CH:26]=[CH:25][C:24]=1[CH2:29][C:30](O)=[O:31].CN(C(ON1N=NC2C=CC=CC1=2)=[N+](C)C)C.[B-](F)(F)(F)F.C(N(C(C)C)C(C)C)C. (8) Given the product [C:35]([NH:39][CH2:33][CH2:32][N:29]1[C:9]2[N:10]=[C:11]([C:13]3[CH:14]=[CH:15][C:16]([NH:19][C:20]([NH:22][C:23]4[CH:24]=[CH:25][N:26]=[CH:27][CH:28]=4)=[O:21])=[CH:17][CH:18]=3)[N:12]=[C:7]([N:1]3[CH2:2][CH2:3][O:4][CH2:5][CH2:6]3)[C:8]=2[CH:31]=[CH:30]1)([CH3:38])([CH3:37])[CH3:36], predict the reactants needed to synthesize it. The reactants are: [N:1]1([C:7]2[C:8]3[CH:31]=[CH:30][N:29]([CH2:32][CH:33]=O)[C:9]=3[N:10]=[C:11]([C:13]3[CH:18]=[CH:17][C:16]([NH:19][C:20]([NH:22][C:23]4[CH:28]=[CH:27][N:26]=[CH:25][CH:24]=4)=[O:21])=[CH:15][CH:14]=3)[N:12]=2)[CH2:6][CH2:5][O:4][CH2:3][CH2:2]1.[C:35]([NH2:39])([CH3:38])([CH3:37])[CH3:36]. (9) Given the product [CH2:1]([C:3]([C:28]1[CH:33]=[CH:32][C:31]([O:34][CH2:37][C@@H:38]2[O:43][C:42](=[O:44])[CH2:41][CH2:40][CH2:39]2)=[C:30]([CH3:35])[CH:29]=1)([C:6]1[CH:11]=[CH:10][C:9](/[CH:12]=[CH:13]/[C:14]([O:23][CH2:24][O:25][CH3:26])([C:19]([F:20])([F:21])[F:22])[C:15]([F:18])([F:17])[F:16])=[C:8]([CH3:27])[CH:7]=1)[CH2:4][CH3:5])[CH3:2], predict the reactants needed to synthesize it. The reactants are: [CH2:1]([C:3]([C:28]1[CH:33]=[CH:32][C:31]([OH:34])=[C:30]([CH3:35])[CH:29]=1)([C:6]1[CH:11]=[CH:10][C:9](/[CH:12]=[CH:13]/[C:14]([O:23][CH2:24][O:25][CH3:26])([C:19]([F:22])([F:21])[F:20])[C:15]([F:18])([F:17])[F:16])=[C:8]([CH3:27])[CH:7]=1)[CH2:4][CH3:5])[CH3:2].O[CH2:37][C@@H:38]1[O:43][C:42](=[O:44])[CH2:41][CH2:40][CH2:39]1. (10) Given the product [N+:3]([C:6]1[CH:14]=[CH:13][CH:12]=[C:11]2[C:7]=1[CH:8]=[N:9][N:10]2[C:16]([O:18][CH3:19])=[O:17])([O-:5])=[O:4], predict the reactants needed to synthesize it. The reactants are: [H-].[Na+].[N+:3]([C:6]1[CH:14]=[CH:13][CH:12]=[C:11]2[C:7]=1[CH:8]=[N:9][NH:10]2)([O-:5])=[O:4].Cl[C:16]([O:18][CH3:19])=[O:17].O.